Predict the reactants needed to synthesize the given product. From a dataset of Full USPTO retrosynthesis dataset with 1.9M reactions from patents (1976-2016). (1) Given the product [N+:9]([O-:11])([O:8][C@H:7]1[CH2:6][C@H:5]([C:12](=[O:14])[NH2:17])[CH2:4][C@@H:3]1[O:2][CH3:1])=[O:10], predict the reactants needed to synthesize it. The reactants are: [CH3:1][O:2][C@@H:3]1[C@@H:7]([O:8][N+:9]([O-:11])=[O:10])[CH2:6][C@H:5]([C:12]([OH:14])=O)[CH2:4]1.C([N:17](CC)CC)C.N. (2) The reactants are: [OH:1][B:2]1[C:6]2[CH:7]=[C:8]([CH:11]=O)[CH:9]=[CH:10][C:5]=2[C:4]([CH3:14])([CH3:13])[O:3]1.[NH2:15][OH:16].Cl.CC([O-])=O.[Na+]. Given the product [OH:1][B:2]1[C:6]2[CH:7]=[C:8](/[CH:11]=[N:15]/[OH:16])[CH:9]=[CH:10][C:5]=2[C:4]([CH3:14])([CH3:13])[O:3]1, predict the reactants needed to synthesize it. (3) The reactants are: I[CH2:2][CH2:3][OH:4].C(=O)([O-])[O-].[K+].[K+].[F:11][C:12]1[CH:13]=[N:14][C:15]2[C:20]([C:21]=1[CH2:22][CH2:23][CH2:24][C:25]1([C:31]([O:33][CH2:34][CH3:35])=[O:32])[CH2:30][CH2:29][NH:28][CH2:27][CH2:26]1)=[CH:19][CH:18]=[CH:17][CH:16]=2. Given the product [F:11][C:12]1[CH:13]=[N:14][C:15]2[C:20]([C:21]=1[CH2:22][CH2:23][CH2:24][C:25]1([C:31]([O:33][CH2:34][CH3:35])=[O:32])[CH2:30][CH2:29][N:28]([CH2:2][CH2:3][OH:4])[CH2:27][CH2:26]1)=[CH:19][CH:18]=[CH:17][CH:16]=2, predict the reactants needed to synthesize it. (4) Given the product [NH2:1][C:2]1[C:3]([C:12]([N:22]([CH2:21][C:15]2[CH:16]=[CH:17][CH:18]=[CH:19][CH:20]=2)[CH2:23][C:24]([O:26][CH2:27][CH3:28])=[O:25])=[O:14])=[CH:4][C:5]2[C:10]([CH:11]=1)=[CH:9][CH:8]=[CH:7][CH:6]=2, predict the reactants needed to synthesize it. The reactants are: [NH2:1][C:2]1[C:3]([C:12]([OH:14])=O)=[CH:4][C:5]2[C:10]([CH:11]=1)=[CH:9][CH:8]=[CH:7][CH:6]=2.[C:15]1([CH2:21][NH:22][CH2:23][C:24]([O:26][CH2:27][CH3:28])=[O:25])[CH:20]=[CH:19][CH:18]=[CH:17][CH:16]=1.C(NC(C)C)(C)C.CN(C(ON1N=NC2C=CC=NC1=2)=[N+](C)C)C.F[P-](F)(F)(F)(F)F.